From a dataset of Full USPTO retrosynthesis dataset with 1.9M reactions from patents (1976-2016). Predict the reactants needed to synthesize the given product. Given the product [F:19][C:10]1[CH:11]=[C:12]([S:15]([CH3:18])(=[O:17])=[O:16])[CH:13]=[CH:14][C:9]=1[C:7]1[NH:6][C:5]2[CH:20]=[CH:21][C:2]([B:25]3[O:26][C:27]([CH3:29])([CH3:28])[C:23]([CH3:39])([CH3:22])[O:24]3)=[CH:3][C:4]=2[N:8]=1, predict the reactants needed to synthesize it. The reactants are: Br[C:2]1[CH:21]=[CH:20][C:5]2[NH:6][C:7]([C:9]3[CH:14]=[CH:13][C:12]([S:15]([CH3:18])(=[O:17])=[O:16])=[CH:11][C:10]=3[F:19])=[N:8][C:4]=2[CH:3]=1.[CH3:22][C:23]1([CH3:39])[C:27]([CH3:29])([CH3:28])[O:26][B:25]([B:25]2[O:26][C:27]([CH3:29])([CH3:28])[C:23]([CH3:39])([CH3:22])[O:24]2)[O:24]1.C([O-])(=O)C.[K+].C(Cl)Cl.